This data is from Catalyst prediction with 721,799 reactions and 888 catalyst types from USPTO. The task is: Predict which catalyst facilitates the given reaction. (1) Reactant: [Br:1][C:2]1[CH:10]=C2[C:5]([CH:6]=[CH:7]N2)=[CH:4][CH:3]=1.[CH3:11][N+:12]([CH3:15])=CCl.[Cl-].[OH2:17].[OH-].[Na+]. Product: [Br:1][C:2]1[CH:10]=[C:15]2[C:5]([C:6]([CH:7]=[O:17])=[CH:11][NH:12]2)=[CH:4][CH:3]=1. The catalyst class is: 3. (2) Product: [C:3]1([CH2:9][C:10]([NH:12][C@H:13]([C:14]([OH:15])=[O:1])[CH2:18][CH2:17][OH:16])=[O:11])[CH:4]=[CH:5][CH:6]=[CH:7][CH:8]=1. Reactant: [OH-:1].[K+].[C:3]1([CH2:9][C:10]([NH:12][CH:13]2[CH2:18][CH2:17][O:16][C:14]2=[O:15])=[O:11])[CH:8]=[CH:7][CH:6]=[CH:5][CH:4]=1. The catalyst class is: 5.